The task is: Predict the product of the given reaction.. This data is from Forward reaction prediction with 1.9M reactions from USPTO patents (1976-2016). (1) Given the reactants [C:1]1([S:7]([C:10]2[CH:11]=[CH:12][C:13]([C:26]([F:29])([F:28])[F:27])=[C:14]([S:16]([NH:19][CH:20]3[CH2:25][CH2:24][NH:23][CH2:22][CH2:21]3)(=[O:18])=[O:17])[CH:15]=2)(=[O:9])=[O:8])[CH:6]=[CH:5][CH:4]=[CH:3][CH:2]=1.C([O:34][C:35](=[O:38])[CH2:36]Br)(C)(C)C.C(N(CC)CC)C, predict the reaction product. The product is: [C:1]1([S:7]([C:10]2[CH:11]=[CH:12][C:13]([C:26]([F:28])([F:29])[F:27])=[C:14]([S:16]([NH:19][CH:20]3[CH2:25][CH2:24][N:23]([CH2:36][C:35]([OH:38])=[O:34])[CH2:22][CH2:21]3)(=[O:18])=[O:17])[CH:15]=2)(=[O:9])=[O:8])[CH:2]=[CH:3][CH:4]=[CH:5][CH:6]=1. (2) Given the reactants [C:1]([C:3]1[CH:15]=[C:14]2[C:6]([C:7]3[C:8](=[O:25])[C:9]4[CH:21]=[CH:20][C:19]([C:22]([OH:24])=O)=[CH:18][C:10]=4[C:11]([CH3:17])([CH3:16])[C:12]=3[NH:13]2)=[CH:5][CH:4]=1)#[N:2].[NH:26]1[CH2:31][CH2:30][CH:29]([OH:32])[CH2:28][CH2:27]1, predict the reaction product. The product is: [OH:32][CH:29]1[CH2:30][CH2:31][N:26]([C:22]([C:19]2[CH:20]=[CH:21][C:9]3[C:8](=[O:25])[C:7]4[C:6]5[C:14](=[CH:15][C:3]([C:1]#[N:2])=[CH:4][CH:5]=5)[NH:13][C:12]=4[C:11]([CH3:17])([CH3:16])[C:10]=3[CH:18]=2)=[O:24])[CH2:27][CH2:28]1. (3) Given the reactants [C:1](Cl)(=O)C(Cl)=O.[CH2:7]([O:14][C:15]1[CH:16]=[C:17]2[C:22](=[CH:23][CH:24]=1)[C:21]([C:25]([OH:27])=[O:26])=[CH:20][CH:19]=[C:18]2[N:28]([CH2:36][C:37]1[CH:42]=[CH:41][CH:40]=[CH:39][CH:38]=1)[CH2:29][C:30]1[CH:35]=[CH:34][CH:33]=[CH:32][CH:31]=1)[C:8]1[CH:13]=[CH:12][CH:11]=[CH:10][CH:9]=1.CO, predict the reaction product. The product is: [CH2:7]([O:14][C:15]1[CH:16]=[C:17]2[C:22](=[CH:23][CH:24]=1)[C:21]([C:25]([O:27][CH3:1])=[O:26])=[CH:20][CH:19]=[C:18]2[N:28]([CH2:36][C:37]1[CH:42]=[CH:41][CH:40]=[CH:39][CH:38]=1)[CH2:29][C:30]1[CH:31]=[CH:32][CH:33]=[CH:34][CH:35]=1)[C:8]1[CH:9]=[CH:10][CH:11]=[CH:12][CH:13]=1.